This data is from NCI-60 drug combinations with 297,098 pairs across 59 cell lines. The task is: Regression. Given two drug SMILES strings and cell line genomic features, predict the synergy score measuring deviation from expected non-interaction effect. (1) Drug 1: C1=CC(=CC=C1CCCC(=O)O)N(CCCl)CCCl. Drug 2: CC(C)(C#N)C1=CC(=CC(=C1)CN2C=NC=N2)C(C)(C)C#N. Cell line: SNB-19. Synergy scores: CSS=-0.232, Synergy_ZIP=-8.79, Synergy_Bliss=-8.08, Synergy_Loewe=-7.91, Synergy_HSA=-7.98. (2) Synergy scores: CSS=23.1, Synergy_ZIP=-0.812, Synergy_Bliss=5.03, Synergy_Loewe=2.18, Synergy_HSA=5.77. Drug 1: C1CCC(C1)C(CC#N)N2C=C(C=N2)C3=C4C=CNC4=NC=N3. Cell line: RXF 393. Drug 2: C1=C(C(=O)NC(=O)N1)N(CCCl)CCCl. (3) Drug 1: C1=CC(=CC=C1CCCC(=O)O)N(CCCl)CCCl. Drug 2: CC1CCC2CC(C(=CC=CC=CC(CC(C(=O)C(C(C(=CC(C(=O)CC(OC(=O)C3CCCCN3C(=O)C(=O)C1(O2)O)C(C)CC4CCC(C(C4)OC)O)C)C)O)OC)C)C)C)OC. Cell line: CAKI-1. Synergy scores: CSS=58.6, Synergy_ZIP=-4.09, Synergy_Bliss=-5.51, Synergy_Loewe=-3.45, Synergy_HSA=1.16. (4) Drug 1: CC1=CC=C(C=C1)C2=CC(=NN2C3=CC=C(C=C3)S(=O)(=O)N)C(F)(F)F. Drug 2: COCCOC1=C(C=C2C(=C1)C(=NC=N2)NC3=CC=CC(=C3)C#C)OCCOC.Cl. Cell line: RXF 393. Synergy scores: CSS=-0.476, Synergy_ZIP=0.273, Synergy_Bliss=-4.06, Synergy_Loewe=-2.14, Synergy_HSA=-5.43. (5) Drug 2: CCC1=C2CN3C(=CC4=C(C3=O)COC(=O)C4(CC)O)C2=NC5=C1C=C(C=C5)O. Synergy scores: CSS=15.2, Synergy_ZIP=-9.15, Synergy_Bliss=-3.67, Synergy_Loewe=-6.94, Synergy_HSA=-1.45. Cell line: TK-10. Drug 1: CCC1=CC2CC(C3=C(CN(C2)C1)C4=CC=CC=C4N3)(C5=C(C=C6C(=C5)C78CCN9C7C(C=CC9)(C(C(C8N6C)(C(=O)OC)O)OC(=O)C)CC)OC)C(=O)OC.C(C(C(=O)O)O)(C(=O)O)O. (6) Cell line: OVCAR3. Drug 2: CCC1(C2=C(COC1=O)C(=O)N3CC4=CC5=C(C=CC(=C5CN(C)C)O)N=C4C3=C2)O.Cl. Drug 1: CNC(=O)C1=CC=CC=C1SC2=CC3=C(C=C2)C(=NN3)C=CC4=CC=CC=N4. Synergy scores: CSS=26.4, Synergy_ZIP=-0.620, Synergy_Bliss=-4.33, Synergy_Loewe=-60.0, Synergy_HSA=-6.93. (7) Drug 1: CC1OCC2C(O1)C(C(C(O2)OC3C4COC(=O)C4C(C5=CC6=C(C=C35)OCO6)C7=CC(=C(C(=C7)OC)O)OC)O)O. Drug 2: CC1=C(C=C(C=C1)C(=O)NC2=CC(=CC(=C2)C(F)(F)F)N3C=C(N=C3)C)NC4=NC=CC(=N4)C5=CN=CC=C5. Cell line: BT-549. Synergy scores: CSS=18.5, Synergy_ZIP=-5.29, Synergy_Bliss=2.00, Synergy_Loewe=-8.49, Synergy_HSA=-2.96.